Dataset: Forward reaction prediction with 1.9M reactions from USPTO patents (1976-2016). Task: Predict the product of the given reaction. Given the reactants [Cl:1][C:2]1[CH:13]=[CH:12][C:5]2[O:6][C@H:7](NC)[CH2:8][O:9][C:4]=2[CH:3]=1.[N:14]1C=CC=C[CH:15]=1.Cl[S:21]([NH:24][C:25]([O:27][C:28]([CH3:31])([CH3:30])[CH3:29])=[O:26])(=[O:23])=[O:22], predict the reaction product. The product is: [Cl:1][C:2]1[CH:13]=[CH:12][C:5]2[O:6][C@@H:7]([CH2:15][NH:14][S:21]([NH:24][C:25]([O:27][C:28]([CH3:31])([CH3:30])[CH3:29])=[O:26])(=[O:23])=[O:22])[CH2:8][O:9][C:4]=2[CH:3]=1.